From a dataset of Forward reaction prediction with 1.9M reactions from USPTO patents (1976-2016). Predict the product of the given reaction. (1) Given the reactants [O:1]=[C:2]1[C:7]2=[CH:8][N:9]([C:11]3[CH:12]=[N:13][CH:14]=[CH:15][CH:16]=3)[N:10]=[C:6]2[CH2:5][CH2:4][N:3]1[CH2:17][C:18](OCC)=[O:19].[BH4-].[Na+].Cl, predict the reaction product. The product is: [OH:19][CH2:18][CH2:17][N:3]1[CH2:4][CH2:5][C:6]2=[N:10][N:9]([C:11]3[CH:12]=[N:13][CH:14]=[CH:15][CH:16]=3)[CH:8]=[C:7]2[C:2]1=[O:1]. (2) Given the reactants [ClH:1].C(OC1C=C(C=CC=1)C(C1C2C(=CC(OC)=C(OC)C=2)C(C#N)=CN=1)=O)C.C([O:31][C:32]([C:34]1[C:43]2[C:38](=[CH:39][C:40]([O:46][CH3:47])=[C:41]([O:44][CH3:45])[CH:42]=2)[C:37]([C:48](=[O:58])[C:49]2[CH:54]=[CH:53][CH:52]=[C:51]([O:55][CH2:56][CH3:57])[CH:50]=2)=[N:36][CH:35]=1)=[NH:33])C.C(OC1C=C(C=CC=1)C(C1C2C(=CC(OC)=C(OC)C=2)C(C(N)=O)=CN=1)=O)C, predict the reaction product. The product is: [ClH:1].[CH2:56]([O:55][C:51]1[CH:50]=[C:49]([CH:54]=[CH:53][CH:52]=1)[C:48]([C:37]1[C:38]2[C:43](=[CH:42][C:41]([O:44][CH3:45])=[C:40]([O:46][CH3:47])[CH:39]=2)[C:34]([C:32]([NH2:33])=[O:31])=[CH:35][N:36]=1)=[O:58])[CH3:57]. (3) Given the reactants [N:1]1([C:10]2[CH:15]=[CH:14][N:13]=[C:12]([NH:16][CH:17]3[CH2:22][CH2:21][CH:20]([CH:23]=O)[CH2:19][CH2:18]3)[N:11]=2)[C:5]2[CH:6]=[CH:7][CH:8]=[CH:9][C:4]=2[N:3]=[N:2]1.[NH:25]1[CH2:30][CH2:29][O:28][CH2:27][CH2:26]1.C(O[BH-](OC(=O)C)OC(=O)C)(=O)C.[Na+].O, predict the reaction product. The product is: [N:1]1([C:10]2[CH:15]=[CH:14][N:13]=[C:12]([NH:16][CH:17]3[CH2:22][CH2:21][CH:20]([CH2:23][N:25]4[CH2:30][CH2:29][O:28][CH2:27][CH2:26]4)[CH2:19][CH2:18]3)[N:11]=2)[C:5]2[CH:6]=[CH:7][CH:8]=[CH:9][C:4]=2[N:3]=[N:2]1. (4) The product is: [CH2:39]([O:38][C:36](=[O:37])[CH2:35][S:34][CH2:2][CH2:3][CH:4]1[S:8][C:7]([C:9]2[NH:10][C:11]3[C:16]([CH:17]=2)=[CH:15][CH:14]=[CH:13][C:12]=3[N:18]([CH3:27])[S:19]([C:22]2[S:23][CH:24]=[CH:25][CH:26]=2)(=[O:21])=[O:20])=[N:6][CH2:5]1)[CH3:40]. Given the reactants Cl[CH2:2][CH2:3][CH:4]1[S:8][C:7]([C:9]2[NH:10][C:11]3[C:16]([CH:17]=2)=[CH:15][CH:14]=[CH:13][C:12]=3[N:18]([CH3:27])[S:19]([C:22]2[S:23][CH:24]=[CH:25][CH:26]=2)(=[O:21])=[O:20])=[N:6][CH2:5]1.C(=O)([O-])[O-].[K+].[K+].[SH:34][CH2:35][C:36]([O:38][CH2:39][CH3:40])=[O:37], predict the reaction product. (5) Given the reactants [C:1]([C:5]1[C:6](=[O:15])[O:7][C:8]2[C:9]=1[CH:10]=[CH:11][CH:12]=[CH:13][CH:14]=2)(=O)[CH2:2][CH3:3].C(CC(OCC)=O)#[N:17].[O-][CH2:25][CH3:26].[Na+].[Na], predict the reaction product. The product is: [C:3]([C:2]1[C:10]2[C:9]([CH:8]=[CH:14][CH:13]=[CH:12][CH:11]=2)=[C:5]([C:6]([OH:7])=[O:15])[C:1]=1[CH2:25][CH3:26])#[N:17]. (6) The product is: [CH:1]1([S:4]([C:7]2[CH:12]=[CH:11][C:10]([CH:13]([O:17][C:18]3[CH:23]=[CH:22][C:21]([F:24])=[CH:20][C:19]=3[F:25])[C:14]([NH:32][C:33]3[S:34][CH:35]=[CH:36][N:37]=3)=[O:15])=[CH:9][CH:8]=2)(=[O:6])=[O:5])[CH2:2][CH2:3]1. Given the reactants [CH:1]1([S:4]([C:7]2[CH:12]=[CH:11][C:10]([CH:13]([O:17][C:18]3[CH:23]=[CH:22][C:21]([F:24])=[CH:20][C:19]=3[F:25])[C:14](O)=[O:15])=[CH:9][CH:8]=2)(=[O:6])=[O:5])[CH2:3][CH2:2]1.C(Cl)(=O)C(Cl)=O.[NH2:32][C:33]1[S:34][CH:35]=[CH:36][N:37]=1.Cl, predict the reaction product.